From a dataset of Aqueous solubility values for 9,982 compounds from the AqSolDB database. Regression/Classification. Given a drug SMILES string, predict its absorption, distribution, metabolism, or excretion properties. Task type varies by dataset: regression for continuous measurements (e.g., permeability, clearance, half-life) or binary classification for categorical outcomes (e.g., BBB penetration, CYP inhibition). For this dataset (solubility_aqsoldb), we predict Y. (1) The drug is CC(C)CCOC(=O)CC(C)C. The Y is -3.55 log mol/L. (2) The compound is CC(=O)OC1CCCCC1. The Y is -1.67 log mol/L.